From a dataset of Full USPTO retrosynthesis dataset with 1.9M reactions from patents (1976-2016). Predict the reactants needed to synthesize the given product. Given the product [Cl:25][C:21]1[CH:22]=[CH:23][N:24]=[C:17]2[C:18]=1[CH:19]=[CH:10][C:9]([C:7]1[C:6]([C:12]([F:15])([F:14])[F:13])=[CH:5][N:4]=[C:3]([OH:2])[N:8]=1)=[N:16]2, predict the reactants needed to synthesize it. The reactants are: C[O:2][C:3]1[N:8]=[C:7]([C:9](=O)[CH3:10])[C:6]([C:12]([F:15])([F:14])[F:13])=[CH:5][N:4]=1.[NH2:16][C:17]1[N:24]=[CH:23][CH:22]=[C:21]([Cl:25])[C:18]=1[CH:19]=O.